Dataset: Reaction yield outcomes from USPTO patents with 853,638 reactions. Task: Predict the reaction yield, written as a fraction of the theoretical maximum amount of product (1.0 means a 100% yield; for example, 0.34 means a 34% yield). The reactants are CCN(C(C)C)C(C)C.[F:10][CH:11]([F:41])[C:12]1[N:16]([C:17]2[N:22]=[C:21]([N:23]3[CH2:28][CH2:27][O:26][CH2:25][CH2:24]3)[N:20]=[C:19]([N:29]3[CH2:34][CH2:33][NH:32][CH2:31][CH2:30]3)[N:18]=2)[C:15]2[CH:35]=[CH:36][CH:37]=[C:38]([O:39][CH3:40])[C:14]=2[N:13]=1.[Cl-].Cl[S:44]([CH2:47][CH2:48][C:49]1[CH:54]=[CH:53][CH:52]=[CH:51][NH+:50]=1)(=[O:46])=[O:45].O. The catalyst is C(Cl)Cl. The product is [F:41][CH:11]([F:10])[C:12]1[N:16]([C:17]2[N:22]=[C:21]([N:23]3[CH2:24][CH2:25][O:26][CH2:27][CH2:28]3)[N:20]=[C:19]([N:29]3[CH2:34][CH2:33][N:32]([S:44]([CH2:47][CH2:48][C:49]4[CH:54]=[CH:53][CH:52]=[CH:51][N:50]=4)(=[O:45])=[O:46])[CH2:31][CH2:30]3)[N:18]=2)[C:15]2[CH:35]=[CH:36][CH:37]=[C:38]([O:39][CH3:40])[C:14]=2[N:13]=1. The yield is 0.710.